From a dataset of Catalyst prediction with 721,799 reactions and 888 catalyst types from USPTO. Predict which catalyst facilitates the given reaction. (1) Reactant: [NH:1]1[CH:5]=[CH:4][N:3]=[C:2]1[CH2:6][NH:7][CH2:8][C:9]1[CH:31]=[CH:30][C:12]([CH2:13][O:14][C:15]2[CH:20]=[CH:19][C:18]([CH2:21][CH2:22][N:23]([CH2:27][CH2:28][CH3:29])[CH2:24][CH2:25][CH3:26])=[CH:17][CH:16]=2)=[CH:11][CH:10]=1.C([BH3-])#N.[Na+].C(O)(=O)C.[NH:40]1[CH:44]=[CH:43][N:42]=[C:41]1[CH:45]=O. Product: [NH:1]1[CH:5]=[CH:4][N:3]=[C:2]1[CH2:6][N:7]([CH2:8][C:9]1[CH:31]=[CH:30][C:12]([CH2:13][O:14][C:15]2[CH:20]=[CH:19][C:18]([CH2:21][CH2:22][N:23]([CH2:27][CH2:28][CH3:29])[CH2:24][CH2:25][CH3:26])=[CH:17][CH:16]=2)=[CH:11][CH:10]=1)[CH2:45][C:41]1[NH:40][CH:44]=[CH:43][N:42]=1. The catalyst class is: 5. (2) Reactant: [CH:1]([Si:4]([CH:20]([CH3:22])[CH3:21])([CH:17]([CH3:19])[CH3:18])[O:5][C:6]1[CH:11]=[CH:10][C:9]([C:12]2[Se:13][CH:14]=[CH:15][CH:16]=2)=[CH:8][CH:7]=1)([CH3:3])[CH3:2].[Li]CCCC.[CH:28](N1CCOCC1)=[O:29].Cl. Product: [CH:20]([Si:4]([CH:1]([CH3:3])[CH3:2])([CH:17]([CH3:19])[CH3:18])[O:5][C:6]1[CH:11]=[CH:10][C:9]([C:12]2[Se:13][C:14]([CH:28]=[O:29])=[CH:15][CH:16]=2)=[CH:8][CH:7]=1)([CH3:22])[CH3:21]. The catalyst class is: 280. (3) Reactant: CO[CH:3]([O:20]C)[C:4]1[CH:9]=[CH:8][C:7]([O:10][CH2:11][CH2:12][N:13]2[CH2:18][CH2:17][O:16][CH2:15][CH2:14]2)=[C:6]([NH2:19])[CH:5]=1.[C:22](Cl)(=[O:29])[C:23]1[CH:28]=[CH:27][CH:26]=[CH:25][CH:24]=1.N1C=CC=CC=1.Cl.C(=O)([O-])O.[Na+]. Product: [C:22]([NH:19][C:6]1[CH:5]=[C:4]([CH:9]=[CH:8][C:7]=1[O:10][CH2:11][CH2:12][N:13]1[CH2:14][CH2:15][O:16][CH2:17][CH2:18]1)[CH:3]=[O:20])(=[O:29])[C:23]1[CH:28]=[CH:27][CH:26]=[CH:25][CH:24]=1. The catalyst class is: 4. (4) Reactant: [CH3:1][O:2][C:3]1[CH:8]=[CH:7][CH:6]=[C:5]([O:9][CH3:10])[C:4]=1[N:11]1[C:20](=[O:21])[C:19]2[C:14](=[CH:15][CH:16]=[CH:17][CH:18]=2)[N:13]=[C:12]1[CH3:22].[OH:23][C:24]1[C:31]([O:32][CH3:33])=[CH:30][CH:29]=[CH:28][C:25]=1[CH:26]=O. Product: [CH3:1][O:2][C:3]1[CH:8]=[CH:7][CH:6]=[C:5]([O:9][CH3:10])[C:4]=1[N:11]1[C:20](=[O:21])[C:19]2[C:14](=[CH:15][CH:16]=[CH:17][CH:18]=2)[N:13]=[C:12]1/[CH:22]=[CH:26]/[C:25]1[CH:28]=[CH:29][CH:30]=[C:31]([O:32][CH3:33])[C:24]=1[OH:23]. The catalyst class is: 52. (5) Reactant: [NH:1]1[C:9]2[C:4](=[CH:5][CH:6]=[C:7]([C:10]([O:12][CH3:13])=[O:11])[CH:8]=2)[CH:3]=[CH:2]1.[O-]S(C(F)(F)[F:19])(=O)=O.F[N+]1C(C)=CC(C)=CC=1C. Product: [F:19][C:3]1[C:4]2[C:9](=[CH:8][C:7]([C:10]([O:12][CH3:13])=[O:11])=[CH:6][CH:5]=2)[NH:1][CH:2]=1. The catalyst class is: 5.